Dataset: Forward reaction prediction with 1.9M reactions from USPTO patents (1976-2016). Task: Predict the product of the given reaction. (1) Given the reactants [NH2:1][C:2]1[C:7]([CH:8]=O)=[CH:6][CH:5]=[CH:4][N:3]=1.[CH3:10][C:11]([CH3:13])=O.N1CCCCC1, predict the reaction product. The product is: [CH3:13][C:11]1[CH:10]=[CH:8][C:7]2[C:2](=[N:3][CH:4]=[CH:5][CH:6]=2)[N:1]=1. (2) The product is: [CH:27]1([NH:30][C:31]([C:33]2[CH:38]=[C:37]([C:2]3[CH:10]=[C:9]([C:11]([NH:13][CH:14]4[CH2:15][CH2:16][N:17]([CH3:20])[CH2:18][CH2:19]4)=[O:12])[C:8]([CH3:21])=[C:7]4[C:3]=3[C:4]3[CH:25]=[C:24]([CH3:26])[CH:23]=[N:22][C:5]=3[NH:6]4)[CH:36]=[CH:35][CH:34]=2)=[O:32])[CH2:28][CH2:29]1. Given the reactants Cl[C:2]1[CH:10]=[C:9]([C:11]([NH:13][CH:14]2[CH2:19][CH2:18][N:17]([CH3:20])[CH2:16][CH2:15]2)=[O:12])[C:8]([CH3:21])=[C:7]2[C:3]=1[C:4]1[CH:25]=[C:24]([CH3:26])[CH:23]=[N:22][C:5]=1[NH:6]2.[CH:27]1([NH:30][C:31]([C:33]2[CH:34]=[C:35](B(O)O)[CH:36]=[CH:37][CH:38]=2)=[O:32])[CH2:29][CH2:28]1, predict the reaction product. (3) Given the reactants [C:1](OC)([CH3:4])([CH3:3])[CH3:2].[CH:7]1[C:16]2[C:11](=[CH:12][CH:13]=[CH:14][CH:15]=2)[CH:10]=[CH:9][C:8]=1[C:17]1[C:29]([C:30]([CH3:33])([CH3:32])[CH3:31])=[CH:28][C:27]2[C:26]3[C:21](=[CH:22][C:23]([C:38]4[CH:47]=[CH:46][C:45]5[C:40](=[CH:41][CH:42]=[CH:43][CH:44]=5)[CH:39]=4)=[C:24]([C:34]([CH3:37])([CH3:36])[CH3:35])[CH:25]=3)[CH2:20][C:19]=2[CH:18]=1.[CH2:48]([Li])[CH2:49][CH2:50][CH3:51].Cl, predict the reaction product. The product is: [CH2:2]([C:51](=[C:28]1[C:27]2[C:19]([CH:20]=[C:21]3[C:26]=2[CH:25]=[C:24]([C:34]([CH3:37])([CH3:36])[CH3:35])[C:23]([C:38]2[CH:47]=[CH:46][C:45]4[C:40](=[CH:41][CH:42]=[CH:43][CH:44]=4)[CH:39]=2)=[CH:22]3)=[C:18]([CH:21]2[CH:26]=[CH:27][CH:19]=[CH:20]2)[C:17]([C:8]2[CH:9]=[CH:10][C:11]3[C:16](=[CH:15][CH:14]=[CH:13][CH:12]=3)[CH:7]=2)=[C:29]1[C:30]([CH3:31])([CH3:32])[CH3:33])[CH2:50][C:49]1[CH:48]=[CH:16][CH:7]=[CH:8][CH:9]=1)[C:1]1[CH:4]=[CH:10][CH:11]=[CH:12][CH:3]=1.